The task is: Predict the product of the given reaction.. This data is from Forward reaction prediction with 1.9M reactions from USPTO patents (1976-2016). (1) Given the reactants [CH3:1]C(C)([O-])C.[K+].[F:7][C:8]([F:25])([F:24])[C:9]([NH:11][C@@H:12]1[C:20]2[C:15](=[CH:16][CH:17]=[C:18]([O:21][CH3:22])[CH:19]=2)[C:14](=O)[CH2:13]1)=[O:10].O, predict the reaction product. The product is: [F:7][C:8]([F:25])([F:24])[C:9]([NH:11][C@@H:12]1[C:20]2[C:15](=[CH:16][CH:17]=[C:18]([O:21][CH3:22])[CH:19]=2)[C:14](=[CH2:1])[CH2:13]1)=[O:10]. (2) The product is: [CH3:30][C:29]1[O:28][C:27]([C:31]2[CH:32]=[CH:33][CH:34]=[CH:35][CH:36]=2)=[N:26][C:25]=1[CH2:24][O:1][C:2]1[CH:3]=[CH:4][C:5]([C:6]([O:8][CH3:9])=[O:7])=[CH:10][CH:11]=1. Given the reactants [OH:1][C:2]1[CH:11]=[CH:10][C:5]([C:6]([O:8][CH3:9])=[O:7])=[CH:4][CH:3]=1.C(=O)([O-])[O-].[K+].[K+].CN(C)C=O.Cl[CH2:24][C:25]1[N:26]=[C:27]([C:31]2[CH:36]=[CH:35][CH:34]=[CH:33][CH:32]=2)[O:28][C:29]=1[CH3:30], predict the reaction product. (3) Given the reactants [Cl-].[C:2]1([CH:8]([S:11][C:12]2[CH:17]=[CH:16][CH:15]=[CH:14][CH:13]=2)[CH2:9][OH:10])[CH:7]=[CH:6][CH:5]=[CH:4][CH:3]=1, predict the reaction product. The product is: [C:9]([O:10][CH2:9][CH:8]([C:2]1[CH:3]=[CH:4][CH:5]=[CH:6][CH:7]=1)[S:11][C:12]1[CH:17]=[CH:16][CH:15]=[CH:14][CH:13]=1)(=[O:10])[CH:8]=[CH2:2]. (4) The product is: [CH3:9][N:10]1[CH2:15][CH2:14][N:13]([CH:1]([C:2]2[CH:3]=[N:4][CH:5]=[CH:6][CH:7]=2)[C:21]#[N:22])[CH2:12][CH2:11]1. Given the reactants [CH:1](=O)[C:2]1[CH:7]=[CH:6][CH:5]=[N:4][CH:3]=1.[CH3:9][N:10]1[CH2:15][CH2:14][NH:13][CH2:12][CH2:11]1.[Al]([C:21]#[N:22])(CC)CC.C1(C)C=CC=CC=1, predict the reaction product. (5) Given the reactants Br[C:2]1[C:6]2[O:7][C:8]([N:12]3[CH2:17][CH2:16][O:15][CH2:14][CH2:13]3)=[CH:9][C:10](=[O:11])[C:5]=2[S:4][CH:3]=1.[C:18]1(B(O)O)[CH:23]=[CH:22][CH:21]=[CH:20][CH:19]=1.C(=O)([O-])[O-].[Cs+].[Cs+], predict the reaction product. The product is: [O:15]1[CH2:16][CH2:17][N:12]([C:8]2[O:7][C:6]3[C:2]([C:18]4[CH:23]=[CH:22][CH:21]=[CH:20][CH:19]=4)=[CH:3][S:4][C:5]=3[C:10](=[O:11])[CH:9]=2)[CH2:13][CH2:14]1. (6) Given the reactants Cl.[Si]([O:9][CH2:10][C@H:11]([CH3:39])[O:12][C:13]1[CH:14]=[C:15]([CH:25]=[C:26]([O:28][C:29]2[CH:30]=[C:31]3[C:35](=[CH:36][CH:37]=2)[N:34]([CH3:38])[CH:33]=[CH:32]3)[CH:27]=1)[C:16]([NH:18][C:19]1[CH:23]=[CH:22][N:21]([CH3:24])[N:20]=1)=[O:17])(C(C)(C)C)(C)C.C(=O)(O)[O-].[Na+], predict the reaction product. The product is: [OH:9][CH2:10][C@H:11]([CH3:39])[O:12][C:13]1[CH:14]=[C:15]([CH:25]=[C:26]([O:28][C:29]2[CH:30]=[C:31]3[C:35](=[CH:36][CH:37]=2)[N:34]([CH3:38])[CH:33]=[CH:32]3)[CH:27]=1)[C:16]([NH:18][C:19]1[CH:23]=[CH:22][N:21]([CH3:24])[N:20]=1)=[O:17]. (7) Given the reactants [ClH:1].[NH2:2][C@@H:3]1[CH2:5][C@H:4]1[C:6]1[CH:7]=[C:8]([CH:17]=[CH:18][CH:19]=1)[C:9]([NH:11][CH:12]1[CH2:16][CH2:15][CH2:14][CH2:13]1)=[O:10].C(OC(N[C@@H]1C[C@H]1C1C=[C:33]([CH:38]=[CH:39][CH:40]=1)[C:34]([O:36]C)=O)=O)(C)(C)C.C(=O)([O-])O.[Na+], predict the reaction product. The product is: [ClH:1].[CH:12]1([NH:11][C:9](=[O:10])[C:8]2[CH:17]=[CH:18][CH:19]=[C:6]([C@@H:4]3[CH2:5][C@H:3]3[NH:2][CH:38]3[CH2:33][CH2:34][O:36][CH2:40][CH2:39]3)[CH:7]=2)[CH2:16][CH2:15][CH2:14][CH2:13]1.